Task: Predict the reaction yield, written as a fraction of the theoretical maximum amount of product (1.0 means a 100% yield; for example, 0.34 means a 34% yield).. Dataset: Reaction yield outcomes from USPTO patents with 853,638 reactions The reactants are [F:1][C:2]([F:21])([F:20])[C:3]1[CH:8]=[CH:7][CH:6]=[CH:5][C:4]=1[C:9]1[O:10][C:11](=[O:19])[C:12]2[CH:18]=[CH:17][CH:16]=[N:15][C:13]=2[N:14]=1.[OH-].[NH4+:23]. No catalyst specified. The product is [F:1][C:2]([F:21])([F:20])[C:3]1[CH:8]=[CH:7][CH:6]=[CH:5][C:4]=1[C:9]([NH:14][C:13]1[N:15]=[CH:16][CH:17]=[CH:18][C:12]=1[C:11]([NH2:23])=[O:19])=[O:10]. The yield is 0.330.